Dataset: NCI-60 drug combinations with 297,098 pairs across 59 cell lines. Task: Regression. Given two drug SMILES strings and cell line genomic features, predict the synergy score measuring deviation from expected non-interaction effect. (1) Drug 1: C1=CN(C=N1)CC(O)(P(=O)(O)O)P(=O)(O)O. Drug 2: C1C(C(OC1N2C=NC(=NC2=O)N)CO)O. Cell line: HCT116. Synergy scores: CSS=24.2, Synergy_ZIP=-0.198, Synergy_Bliss=4.59, Synergy_Loewe=-5.88, Synergy_HSA=3.02. (2) Drug 1: CC1=C(C(=O)C2=C(C1=O)N3CC4C(C3(C2COC(=O)N)OC)N4)N. Drug 2: CC1C(C(CC(O1)OC2CC(CC3=C2C(=C4C(=C3O)C(=O)C5=CC=CC=C5C4=O)O)(C(=O)C)O)N)O. Cell line: OVCAR-8. Synergy scores: CSS=44.1, Synergy_ZIP=-3.69, Synergy_Bliss=-3.29, Synergy_Loewe=1.16, Synergy_HSA=2.03. (3) Drug 1: C1CN(CCN1C(=O)CCBr)C(=O)CCBr. Drug 2: CN(C(=O)NC(C=O)C(C(C(CO)O)O)O)N=O. Cell line: HOP-92. Synergy scores: CSS=13.3, Synergy_ZIP=-3.76, Synergy_Bliss=1.73, Synergy_Loewe=2.72, Synergy_HSA=3.31.